Dataset: Catalyst prediction with 721,799 reactions and 888 catalyst types from USPTO. Task: Predict which catalyst facilitates the given reaction. Reactant: [Br:1][C:2]1[CH:7]=[CH:6][C:5]([CH2:8][C:9]#[N:10])=[C:4]([CH3:11])[CH:3]=1.CN(C)P(N(C)C)(N(C)C)=O.C[Si](C)(C)[N-][Si](C)(C)C.[Li+].Br.Br[CH2:35][C:36]1[CH:37]=[N:38][CH:39]=[CH:40][CH:41]=1. Product: [Br:1][C:2]1[CH:7]=[CH:6][C:5]([CH:8]([CH2:35][C:36]2[CH:37]=[N:38][CH:39]=[CH:40][CH:41]=2)[C:9]#[N:10])=[C:4]([CH3:11])[CH:3]=1. The catalyst class is: 554.